Dataset: Catalyst prediction with 721,799 reactions and 888 catalyst types from USPTO. Task: Predict which catalyst facilitates the given reaction. (1) Reactant: O1CCCC1.[Cl:6][C:7]1[CH:12]=[CH:11][C:10]([NH:13][C:14](=[O:20])[O:15][C:16]([CH3:19])([CH3:18])[CH3:17])=[C:9]([C:21]2[CH:29]=[C:28]3[N:24]([CH:25]([C:30]4[NH:31][C:32]([C:35]5[CH:40]=[CH:39][C:38]([NH:41][C:42]([O:44][CH3:45])=[O:43])=[CH:37][CH:36]=5)=[CH:33][N:34]=4)[CH2:26][CH2:27]3)[C:23](=[O:46])[CH:22]=2)[CH:8]=1.[Cl:47]N1C(=O)CCC1=O. Product: [Cl:6][C:7]1[CH:12]=[CH:11][C:10]([NH:13][C:14](=[O:20])[O:15][C:16]([CH3:18])([CH3:19])[CH3:17])=[C:9]([C:21]2[CH:29]=[C:28]3[N:24]([CH:25]([C:30]4[NH:31][C:32]([C:35]5[CH:40]=[CH:39][C:38]([NH:41][C:42]([O:44][CH3:45])=[O:43])=[CH:37][CH:36]=5)=[C:33]([Cl:47])[N:34]=4)[CH2:26][CH2:27]3)[C:23](=[O:46])[CH:22]=2)[CH:8]=1. The catalyst class is: 6. (2) Reactant: [CH3:1][C:2]1[CH:7]=[C:6]([C:8]2[CH:13]=[CH:12][CH:11]=[C:10]([CH3:14])[CH:9]=2)[CH:5]=[CH:4][C:3]=1[CH2:15][N:16]1[CH2:21][CH2:20][N:19](C(OC(C)(C)C)=O)[CH2:18][CH2:17]1.FC(F)(F)C(O)=O. Product: [CH3:1][C:2]1[CH:7]=[C:6]([C:8]2[CH:13]=[CH:12][CH:11]=[C:10]([CH3:14])[CH:9]=2)[CH:5]=[CH:4][C:3]=1[CH2:15][N:16]1[CH2:17][CH2:18][NH:19][CH2:20][CH2:21]1. The catalyst class is: 4. (3) Reactant: [C:1]([C:4]1[CH:5]=[C:6]([C:11]2[C:12]([C@@H:17]([NH:27][C:28](=[O:50])[CH2:29][N:30]3[C:38]4[CH2:37][CH2:36][N:35](C(OC(C)(C)C)=O)[CH2:34][C:33]=4[C:32]([C:46]([F:49])([F:48])[F:47])=[N:31]3)[CH2:18][C:19]3[CH:24]=[C:23]([F:25])[CH:22]=[C:21]([F:26])[CH:20]=3)=[N:13][CH:14]=[CH:15][CH:16]=2)[CH:7]=[CH:8][C:9]=1[F:10])(=[O:3])[NH2:2].Cl.C(OCC)C. Product: [F:25][C:23]1[CH:24]=[C:19]([CH2:18][C@@H:17]([C:12]2[C:11]([C:6]3[CH:7]=[CH:8][C:9]([F:10])=[C:4]([CH:5]=3)[C:1]([NH2:2])=[O:3])=[CH:16][CH:15]=[CH:14][N:13]=2)[NH:27][C:28](=[O:50])[CH2:29][N:30]2[C:38]3[CH2:37][CH2:36][NH:35][CH2:34][C:33]=3[C:32]([C:46]([F:48])([F:47])[F:49])=[N:31]2)[CH:20]=[C:21]([F:26])[CH:22]=1. The catalyst class is: 12. (4) Reactant: [CH3:1][C:2]12[C:8]([CH3:10])([CH3:9])[C:5]([C:11]([O:13][CH2:14][CH:15]3[CH:17]([CH2:18][O:19][CH3:20])[C:16]3([CH3:33])[C:21]3[CH:26]=[C:25]([CH:27]([CH3:29])[CH3:28])[CH:24]=[C:23]([CH:30]([CH3:32])[CH3:31])[CH:22]=3)=[O:12])([CH2:6][CH2:7]1)[O:4][C:3]2=[O:34].[CH2:35](OCC1[C@H](CO)C1(C)C1C=C(C(C)C)C=C(C(C)C)C=1)C.[CH2:57](I)C.CCOC(C)=O. Product: [CH3:1][C:2]12[C:8]([CH3:9])([CH3:10])[C:5]([C:11]([O:13][CH2:14][C@H:15]3[C@H:17]([CH2:18][O:19][CH2:20][CH3:35])[C@@:16]3([CH3:33])[C:21]3[CH:26]=[C:25]([CH:27]([CH3:28])[CH3:29])[CH:24]=[C:23]([CH:30]([CH3:32])[CH3:31])[CH:22]=3)=[O:12])([CH2:6][CH2:7]1)[O:4][C:3]2=[O:34].[CH3:1][C:2]12[C:8]([CH3:9])([CH3:10])[C:5]([C:11]([O:13][CH2:14][C@@H:15]3[C@@H:17]([CH2:18][O:19][CH2:20][CH3:57])[C@:16]3([CH3:33])[C:21]3[CH:26]=[C:25]([CH:27]([CH3:28])[CH3:29])[CH:24]=[C:23]([CH:30]([CH3:32])[CH3:31])[CH:22]=3)=[O:12])([CH2:6][CH2:7]1)[O:4][C:3]2=[O:34]. The catalyst class is: 81. (5) Reactant: C([O:3][C:4](=[O:19])[C:5]1[CH:10]=[CH:9][CH:8]=[C:7]([NH:11][C:12]([O:14][C:15]([CH3:18])([CH3:17])[CH3:16])=[O:13])[CH:6]=1)C.[Li+].[OH-]. Product: [C:15]([O:14][C:12]([NH:11][C:7]1[CH:6]=[C:5]([CH:10]=[CH:9][CH:8]=1)[C:4]([OH:19])=[O:3])=[O:13])([CH3:18])([CH3:16])[CH3:17]. The catalyst class is: 1. (6) Reactant: CO/[CH:3]=[C:4]1/[C:5](=[O:20])[NH:6][C:7](=[O:19])[C:8]2[C:13]/1=[CH:12][C:11]([N:14]1[CH:18]=[CH:17][CH:16]=[CH:15]1)=[CH:10][CH:9]=2.CN(C)C=O.[Br:26][C:27]1[CH:28]=[CH:29][C:30]([NH2:33])=[N:31][CH:32]=1. The catalyst class is: 28. Product: [Br:26][C:27]1[CH:28]=[CH:29][C:30]([NH:33]/[CH:3]=[C:4]2\[C:5](=[O:20])[NH:6][C:7](=[O:19])[C:8]3[C:13]\2=[CH:12][C:11]([N:14]2[CH:15]=[CH:16][CH:17]=[CH:18]2)=[CH:10][CH:9]=3)=[N:31][CH:32]=1. (7) Reactant: Cl[CH2:2][C:3]1[N:8]=[CH:7][C:6]([S:9]([NH:12][C:13]2[C:22]([NH:23][C:24]3[CH:29]=[C:28]([O:30][CH3:31])[CH:27]=[C:26]([O:32][CH3:33])[CH:25]=3)=[N:21][C:20]3[C:15](=[CH:16][CH:17]=[CH:18][CH:19]=3)[N:14]=2)(=[O:11])=[O:10])=[CH:5][CH:4]=1.C(N(C(C)C)C(C)C)C.[CH3:43][N:44]1[CH2:49][CH2:48][NH:47][CH2:46][CH2:45]1. Product: [CH3:33][O:32][C:26]1[CH:25]=[C:24]([NH:23][C:22]2[C:13]([NH:12][S:9]([C:6]3[CH:7]=[N:8][C:3]([CH2:2][N:47]4[CH2:48][CH2:49][N:44]([CH3:43])[CH2:45][CH2:46]4)=[CH:4][CH:5]=3)(=[O:10])=[O:11])=[N:14][C:15]3[C:20]([N:21]=2)=[CH:19][CH:18]=[CH:17][CH:16]=3)[CH:29]=[C:28]([O:30][CH3:31])[CH:27]=1. The catalyst class is: 291.